This data is from Full USPTO retrosynthesis dataset with 1.9M reactions from patents (1976-2016). The task is: Predict the reactants needed to synthesize the given product. Given the product [Br:12][C:5]1[C:6]([C:8]([F:9])([F:10])[F:11])=[CH:7][C:2]([NH:1][C:21](=[O:22])[C:18]2[CH:19]=[CH:20][C:15]([F:14])=[N:16][CH:17]=2)=[C:3]([Cl:13])[CH:4]=1, predict the reactants needed to synthesize it. The reactants are: [NH2:1][C:2]1[C:3]([Cl:13])=[CH:4][C:5]([Br:12])=[C:6]([C:8]([F:11])([F:10])[F:9])[CH:7]=1.[F:14][C:15]1[CH:20]=[CH:19][C:18]([C:21](Cl)=[O:22])=[CH:17][N:16]=1.